This data is from Forward reaction prediction with 1.9M reactions from USPTO patents (1976-2016). The task is: Predict the product of the given reaction. (1) Given the reactants [Cl:1][C:2]1[N:7]=[C:6]([NH:8][NH:9][C:10](=[O:29])[C@H:11]([CH2:23][CH:24]2[CH2:28][CH2:27][CH2:26][CH2:25]2)[CH2:12][N:13]([O:16]C2CCCCO2)[CH:14]=[O:15])[C:5]([F:30])=[C:4]([N:31]([CH2:33][C:34]2[O:35][CH:36]=[CH:37][CH:38]=2)[CH3:32])[N:3]=1, predict the reaction product. The product is: [Cl:1][C:2]1[N:7]=[C:6]([NH:8][NH:9][C:10](=[O:29])[C@H:11]([CH2:23][CH:24]2[CH2:25][CH2:26][CH2:27][CH2:28]2)[CH2:12][N:13]([OH:16])[CH:14]=[O:15])[C:5]([F:30])=[C:4]([N:31]([CH2:33][C:34]2[O:35][CH:36]=[CH:37][CH:38]=2)[CH3:32])[N:3]=1. (2) Given the reactants Br[C:2]1[C:11]2[C:6](=[CH:7][C:8]([C:12]3[CH:17]=[CH:16][CH:15]=[C:14]([OH:18])[CH:13]=3)=[CH:9][CH:10]=2)[CH:5]=[CH:4][C:3]=1[OH:19].CC1(C)C(C)(C)OB([C:28]2[CH:29]=[C:30]([NH:34][S:35]([CH3:38])(=[O:37])=[O:36])[CH:31]=[CH:32][CH:33]=2)O1, predict the reaction product. The product is: [OH:19][C:3]1[CH:4]=[CH:5][C:6]2[C:11](=[CH:10][CH:9]=[C:8]([C:12]3[CH:17]=[CH:16][CH:15]=[C:14]([OH:18])[CH:13]=3)[CH:7]=2)[C:2]=1[C:28]1[CH:29]=[C:30]([NH:34][S:35]([CH3:38])(=[O:36])=[O:37])[CH:31]=[CH:32][CH:33]=1.